From a dataset of Catalyst prediction with 721,799 reactions and 888 catalyst types from USPTO. Predict which catalyst facilitates the given reaction. (1) The catalyst class is: 4. Reactant: [F:1][C:2]1[CH:3]=[C:4]([N:14]2[CH2:18][CH:17]([CH2:19][N:20]=[N+]=[N-])[O:16][C:15]2=[O:23])[CH:5]=[CH:6][C:7]=1[N:8]1[CH:12]=[N:11][C:10](C)=[N:9]1.N[CH2:25][C@@H]1OC(=O)N(C2C=CC(N3C=C(C)N=N3)=C(F)C=2)C1.CO. Product: [F:1][C:2]1[CH:3]=[C:4]([N:14]2[CH2:18][CH:17]([CH2:19][NH2:20])[O:16][C:15]2=[O:23])[CH:5]=[CH:6][C:7]=1[N:8]1[CH2:12][N:11]([CH3:25])[CH:10]=[N:9]1. (2) Reactant: C([O:4][C@H:5]1[CH2:22][CH2:21][C@@:20]2([CH3:23])[C@@H:7]([CH2:8][CH2:9][C@:10]3([CH3:48])[C@@H:19]2[CH2:18][CH2:17][C@H:16]2[C@@:11]3([CH3:47])[CH2:12][CH2:13][C@@:14]3([CH:31]4[O:35][C:34](=[O:36])[N:33]([C:37]5([C:40]6[N:45]=[CH:44][C:43]([Cl:46])=[CH:42][N:41]=6)[CH2:39][CH2:38]5)[CH2:32]4)[CH2:26][C:25](=[O:27])[C:24]([CH:28]([CH3:30])[CH3:29])=[C:15]32)[C:6]1([CH3:50])[CH3:49])(=O)C.Cl. Product: [Cl:46][C:43]1[CH:42]=[N:41][C:40]([C:37]2([N:33]3[CH2:32][CH:31]([C@:14]45[CH2:26][C:25](=[O:27])[C:24]([CH:28]([CH3:29])[CH3:30])=[C:15]4[C@@H:16]4[C@@:11]([CH3:47])([CH2:12][CH2:13]5)[C@@:10]5([CH3:48])[C@@H:19]([C@:20]6([CH3:23])[C@@H:7]([CH2:8][CH2:9]5)[C:6]([CH3:49])([CH3:50])[C@@H:5]([OH:4])[CH2:22][CH2:21]6)[CH2:18][CH2:17]4)[O:35][C:34]3=[O:36])[CH2:39][CH2:38]2)=[N:45][CH:44]=1. The catalyst class is: 169. (3) Reactant: [CH2:1]([O:8][C:9](=[O:39])[NH:10][C:11]1[CH:16]=[CH:15][C:14]([OH:17])=[CH:13][C:12]=1[C:18]([N:20]1[CH2:25][CH2:24][CH:23]([N:26]2[CH2:38][CH2:37][CH2:36][C:28]3([C:32](=[O:33])[O:31][C:30]([CH3:35])([CH3:34])[CH2:29]3)[CH2:27]2)[CH2:22][CH2:21]1)=[O:19])[C:2]1[CH:7]=[CH:6][CH:5]=[CH:4][CH:3]=1.C(=O)([O-])[O-].[K+].[K+].Br[CH2:47][C:48]([O:50][C:51]([CH3:54])([CH3:53])[CH3:52])=[O:49]. Product: [C:51]([O:50][C:48](=[O:49])[CH2:47][O:17][C:14]1[CH:15]=[CH:16][C:11]([NH:10][C:9]([O:8][CH2:1][C:2]2[CH:3]=[CH:4][CH:5]=[CH:6][CH:7]=2)=[O:39])=[C:12]([C:18]([N:20]2[CH2:25][CH2:24][CH:23]([N:26]3[CH2:38][CH2:37][CH2:36][C:28]4([C:32](=[O:33])[O:31][C:30]([CH3:35])([CH3:34])[CH2:29]4)[CH2:27]3)[CH2:22][CH2:21]2)=[O:19])[CH:13]=1)([CH3:54])([CH3:53])[CH3:52]. The catalyst class is: 42. (4) Reactant: [H-].[Na+].[C:3]([C:5]1[S:9][C:8]([N:10]2[CH2:15][CH2:14][O:13][CH2:12][CH2:11]2)=[N:7][C:6]=1[NH:16][C:17](=[O:19])[CH3:18])#[N:4].Br[CH:21]([C:23]1[CH:28]=[CH:27][CH:26]=[CH:25][CH:24]=1)[CH3:22].CN(C)C=O. Product: [C:3]([C:5]1[S:9][C:8]([N:10]2[CH2:15][CH2:14][O:13][CH2:12][CH2:11]2)=[N:7][C:6]=1[N:16]([CH:21]([C:23]1[CH:28]=[CH:27][CH:26]=[CH:25][CH:24]=1)[CH3:22])[C:17](=[O:19])[CH3:18])#[N:4]. The catalyst class is: 765.